From a dataset of Full USPTO retrosynthesis dataset with 1.9M reactions from patents (1976-2016). Predict the reactants needed to synthesize the given product. (1) Given the product [CH:40]([C:11]1[C:4]2[C:3]([NH:1][NH2:2])=[N:8][CH:7]=[N:6][C:5]=2[N:9]([C@@H:13]2[O:19][C@H:18]([CH2:20][OH:21])[C@@H:16]([OH:17])[C@@:14]2([CH3:22])[OH:15])[CH:10]=1)=[O:41], predict the reactants needed to synthesize it. The reactants are: [NH:1]([C:3]1[C:4]2[C:11](I)=[CH:10][N:9]([C@@H:13]3[O:19][C@H:18]([CH2:20][OH:21])[C@@H:16]([OH:17])[C@@:14]3([CH3:22])[OH:15])[C:5]=2[N:6]=[CH:7][N:8]=1)[NH2:2].[C]=O.C([SnH](CCCC)CCCC)CCC.C1C[O:41][CH2:40]C1. (2) Given the product [Cl:30][C:25]1[CH:24]=[C:23]([CH:28]=[CH:27][C:26]=1[Cl:29])[O:48][C:45]1[CH:44]=[CH:43][C:42]([CH:41]2[C:34]3=[N:33][S:32](=[O:49])(=[O:31])[CH2:37][CH2:36][N:35]3[CH2:38][CH2:39][CH2:40]2)=[CH:47][CH:46]=1, predict the reactants needed to synthesize it. The reactants are: [Cl:29][C:26]1[CH:27]=[C:28](B2OB([C:23]3[CH:28]=[CH:27][C:26]([Cl:29])=[C:25]([Cl:30])[CH:24]=3)OB([C:23]3[CH:28]=[CH:27][C:26]([Cl:29])=[C:25]([Cl:30])[CH:24]=3)O2)[CH:23]=[CH:24][C:25]=1[Cl:30].[O:31]=[S:32]1(=[O:49])[CH2:37][CH2:36][N:35]2[CH2:38][CH2:39][CH2:40][CH:41]([C:42]3[CH:47]=[CH:46][C:45]([OH:48])=[CH:44][CH:43]=3)[C:34]2=[N:33]1.N1C=CC=CC=1.C(=O)([O-])[O-].[Cs+].[Cs+]. (3) Given the product [C:1]1([CH:7]([C:43]2[CH:48]=[CH:47][CH:46]=[CH:45][CH:44]=2)[N:8]2[CH:13]=[CH:12][CH:11]=[C:10]([C:14]([NH:16][C@@H:17]([CH2:21][CH2:22][CH2:23][NH:24][C:25]([O:27][CH2:28][CH:29]3[C:30]4[CH:31]=[CH:32][CH:33]=[CH:34][C:35]=4[C:36]4[C:41]3=[CH:40][CH:39]=[CH:38][CH:37]=4)=[O:26])[C:18]([O:20][C:1]([CH3:7])([CH3:6])[CH3:2])=[O:19])=[O:15])[C:9]2=[O:42])[CH:6]=[CH:5][CH:4]=[CH:3][CH:2]=1, predict the reactants needed to synthesize it. The reactants are: [C:1]1([CH:7]([C:43]2[CH:48]=[CH:47][CH:46]=[CH:45][CH:44]=2)[N:8]2[CH:13]=[CH:12][CH:11]=[C:10]([C:14]([NH:16][C@@H:17]([CH2:21][CH2:22][CH2:23][NH:24][C:25]([O:27][CH2:28][CH:29]3[C:41]4[CH:40]=[CH:39][CH:38]=[CH:37][C:36]=4[C:35]4[C:30]3=[CH:31][CH:32]=[CH:33][CH:34]=4)=[O:26])[C:18]([OH:20])=[O:19])=[O:15])[C:9]2=[O:42])[CH:6]=[CH:5][CH:4]=[CH:3][CH:2]=1. (4) Given the product [I-:16].[CH3:6][O:7][Si:8]([CH2:13][CH2:14][CH2:15][CH:2]1[CH2:3][CH2:4][CH2:5][S:1]1)([O:11][CH3:12])[O:9][CH3:10], predict the reactants needed to synthesize it. The reactants are: [S:1]1[CH2:5][CH2:4][CH2:3][CH2:2]1.[CH3:6][O:7][Si:8]([CH2:13][CH2:14][CH2:15][I:16])([O:11][CH3:12])[O:9][CH3:10]. (5) Given the product [CH3:1][NH:2][C:3]([C:5]1[CH:6]=[C:7]2[C:11](=[CH:12][C:13]=1[Br:14])[NH:10][C:9](=[O:15])[CH:8]2[C:19]1[C:28]2[C:23](=[CH:24][C:25]([O:29][CH2:30][CH2:31][CH2:32][N:33]3[CH2:38][CH2:37][O:36][CH2:35][CH2:34]3)=[CH:26][CH:27]=2)[N:22]=[CH:21][N:20]=1)=[O:4], predict the reactants needed to synthesize it. The reactants are: [CH3:1][NH:2][C:3]([C:5]1[CH:6]=[C:7]2[C:11](=[CH:12][C:13]=1[Br:14])[NH:10][C:9](=[O:15])[CH2:8]2)=[O:4].[H-].[Na+].Cl[C:19]1[C:28]2[C:23](=[CH:24][C:25]([O:29][CH2:30][CH2:31][CH2:32][N:33]3[CH2:38][CH2:37][O:36][CH2:35][CH2:34]3)=[CH:26][CH:27]=2)[N:22]=[CH:21][N:20]=1. (6) Given the product [CH3:1][O:2][C:3]1[CH:4]=[C:5]([C:11]2[CH:16]=[CH:15][CH:14]=[CH:13][CH:12]=2)[CH:6]=[CH:7][C:8]=1[CH2:9][OH:10], predict the reactants needed to synthesize it. The reactants are: [CH3:1][O:2][C:3]1[CH:4]=[C:5]([C:11]2[CH:16]=[CH:15][CH:14]=[CH:13][CH:12]=2)[CH:6]=[CH:7][C:8]=1[CH:9]=[O:10].[BH4-].[Na+]. (7) Given the product [Cl:1][C:2]1[N:10]=[C:9]([C:29](=[O:34])[CH2:30][CH2:31][CH2:32][CH3:33])[N:8]=[C:7]2[C:3]=1[N:4]=[CH:5][N:6]2[CH:24]1[CH2:28][CH2:27][CH2:26][O:25]1, predict the reactants needed to synthesize it. The reactants are: [Cl:1][C:2]1[N:10]=[C:9]([Sn](CCCC)(CCCC)CCCC)[N:8]=[C:7]2[C:3]=1[N:4]=[CH:5][N:6]2[CH:24]1[CH2:28][CH2:27][CH2:26][O:25]1.[C:29](Cl)(=[O:34])[CH2:30][CH2:31][CH2:32][CH3:33].CCOC(C)=O.[F-].[K+]. (8) Given the product [CH3:11][C:6]1([CH3:12])[O:5][C@@H:4]([C:3]([Cl:13])=[N:2][O:1][S:15]([CH3:14])(=[O:17])=[O:16])[C:8]([CH3:9])([CH3:10])[O:7]1, predict the reactants needed to synthesize it. The reactants are: [OH:1][N:2]=[C:3]([Cl:13])[C@H:4]1[C:8]([CH3:10])([CH3:9])[O:7][C:6]([CH3:12])([CH3:11])[O:5]1.[CH3:14][S:15](Cl)(=[O:17])=[O:16].C(N(CC)CC)C.